Predict the product of the given reaction. From a dataset of Forward reaction prediction with 1.9M reactions from USPTO patents (1976-2016). The product is: [C:20]([O:23][C:24](=[O:25])[NH:1][C:2]1[CH:11]=[C:10]2[C:5](=[CH:4][CH:3]=1)[C:6]([Br:16])=[N:7][N:8]([CH:13]([CH3:14])[CH3:15])[C:9]2=[O:12])([CH3:22])([CH3:21])[CH3:19]. Given the reactants [NH2:1][C:2]1[CH:11]=[C:10]2[C:5]([C:6]([Br:16])=[N:7][N:8]([CH:13]([CH3:15])[CH3:14])[C:9]2=[O:12])=[CH:4][CH:3]=1.[H-].[Na+].[CH3:19][C:20]([O:23][C:24](O[C:24]([O:23][C:20]([CH3:22])([CH3:21])[CH3:19])=[O:25])=[O:25])([CH3:22])[CH3:21].O, predict the reaction product.